This data is from Catalyst prediction with 721,799 reactions and 888 catalyst types from USPTO. The task is: Predict which catalyst facilitates the given reaction. (1) Reactant: [CH:1]1[C:11]2[CH2:10][CH2:9][C:8]3[CH:12]=[CH:13][CH:14]=[CH:15][C:7]=3[N:6]([CH2:16][CH:17]([F:33])[CH2:18][N:19]([CH3:32])S(C3C=CC([N+]([O-])=O)=CC=3)(=O)=O)[C:5]=2[CH:4]=[CH:3][CH:2]=1.[OH-].[Li+].CN(C=O)C.SCC(O)=O. Product: [CH:12]1[C:8]2[CH2:9][CH2:10][C:11]3[CH:1]=[CH:2][CH:3]=[CH:4][C:5]=3[N:6]([CH2:16][CH:17]([F:33])[CH2:18][NH:19][CH3:32])[C:7]=2[CH:15]=[CH:14][CH:13]=1. The catalyst class is: 25. (2) Reactant: [N:1]12[CH2:8][CH2:7][CH:4]([CH2:5][CH2:6]1)[C@@H:3]([O:9][C:10]1[CH:15]=[CH:14][C:13]([NH:16][C:17]3[CH:22]=[CH:21][CH:20]=[CH:19][CH:18]=3)=[CH:12][CH:11]=1)[CH2:2]2.[ClH:23].O1CCOCC1. Product: [ClH:23].[N:1]12[CH2:6][CH2:5][CH:4]([CH2:7][CH2:8]1)[C@@H:3]([O:9][C:10]1[CH:15]=[CH:14][C:13]([NH:16][C:17]3[CH:22]=[CH:21][CH:20]=[CH:19][CH:18]=3)=[CH:12][CH:11]=1)[CH2:2]2. The catalyst class is: 13. (3) Product: [CH2:1]([O:3][CH2:4][CH2:5][C:6]1[N:7]=[CH:8][C:9]([NH2:12])=[N:10][CH:11]=1)[CH3:2]. Reactant: [CH2:1]([O:3]/[CH:4]=[CH:5]/[C:6]1[N:7]=[CH:8][C:9]([NH2:12])=[N:10][CH:11]=1)[CH3:2]. The catalyst class is: 29. (4) Reactant: [CH3:1][O:2][C:3]1[CH:4]=[CH:5][C:6]2[NH:12][C:11](=[O:13])[N:10]([CH:14]3[CH2:19][CH2:18][NH:17][CH2:16][CH2:15]3)[CH2:9][CH2:8][C:7]=2[CH:20]=1.Cl[C:22]1[CH:27]=[C:26]([C:28]([C:30]2[CH:40]=[C:39]([CH3:41])[C:33]3[N:34]([CH3:38])[C:35](=[O:37])[O:36][C:32]=3[CH:31]=2)=[O:29])[C:25]([CH3:42])=[CH:24][N:23]=1. The catalyst class is: 3. Product: [CH3:38][N:34]1[C:33]2[C:39]([CH3:41])=[CH:40][C:30]([C:28]([C:26]3[C:25]([CH3:42])=[CH:24][N:23]=[C:22]([N:17]4[CH2:18][CH2:19][CH:14]([N:10]5[CH2:9][CH2:8][C:7]6[CH:20]=[C:3]([O:2][CH3:1])[CH:4]=[CH:5][C:6]=6[NH:12][C:11]5=[O:13])[CH2:15][CH2:16]4)[CH:27]=3)=[O:29])=[CH:31][C:32]=2[O:36][C:35]1=[O:37]. (5) Reactant: [F:1][C:2]([F:37])([F:36])[C:3]1[CH:8]=[C:7]([C:9]2[O:13][N:12]=[C:11]([C:14]3[CH:22]=[CH:21][CH:20]=[C:19]4[C:15]=3[CH:16]=[CH:17][N:18]4[CH2:23][CH2:24][C:25]([O:27]CC)=[O:26])[N:10]=2)[CH:6]=[CH:5][C:4]=1[C:30]1[CH:35]=[CH:34][CH:33]=[CH:32][CH:31]=1.[OH-].[Na+:39].O. Product: [F:37][C:2]([F:1])([F:36])[C:3]1[CH:8]=[C:7]([C:9]2[O:13][N:12]=[C:11]([C:14]3[CH:22]=[CH:21][CH:20]=[C:19]4[C:15]=3[CH:16]=[CH:17][N:18]4[CH2:23][CH2:24][C:25]([O-:27])=[O:26])[N:10]=2)[CH:6]=[CH:5][C:4]=1[C:30]1[CH:31]=[CH:32][CH:33]=[CH:34][CH:35]=1.[Na+:39]. The catalyst class is: 8. (6) Reactant: C([O:3][C:4]([CH:6]1[CH2:15][CH2:14][C:9]2([O:13][CH2:12][CH2:11][O:10]2)[CH2:8][CH2:7]1)=O)C.[H-].[Al+3].[Li+].[H-].[H-].[H-]. Product: [O:10]1[C:9]2([CH2:14][CH2:15][CH:6]([CH2:4][OH:3])[CH2:7][CH2:8]2)[O:13][CH2:12][CH2:11]1. The catalyst class is: 7.